Dataset: Forward reaction prediction with 1.9M reactions from USPTO patents (1976-2016). Task: Predict the product of the given reaction. Given the reactants [Br:1][C:2]1[CH:7]=[CH:6][C:5](I)=[CH:4][CH:3]=1.[S:9]1[C:13]2[CH:14]=[CH:15][CH:16]=[CH:17][C:12]=2[C:11](B(O)O)=[CH:10]1.C(=O)([O-])[O-].[Na+].[Na+], predict the reaction product. The product is: [Br:1][C:2]1[CH:7]=[CH:6][C:5]([C:11]2[C:12]3[CH:17]=[CH:16][CH:15]=[CH:14][C:13]=3[S:9][CH:10]=2)=[CH:4][CH:3]=1.